This data is from Full USPTO retrosynthesis dataset with 1.9M reactions from patents (1976-2016). The task is: Predict the reactants needed to synthesize the given product. Given the product [I:1][C:2]1[CH:14]=[CH:13][C:5]([CH2:6][N:7]2[CH2:12][CH2:11][O:10][CH2:9][CH2:8]2)=[C:4]([NH2:15])[CH:3]=1, predict the reactants needed to synthesize it. The reactants are: [I:1][C:2]1[CH:14]=[CH:13][C:5]([CH2:6][N:7]2[CH2:12][CH2:11][O:10][CH2:9][CH2:8]2)=[C:4]([N+:15]([O-])=O)[CH:3]=1.